Dataset: Peptide-MHC class II binding affinity with 134,281 pairs from IEDB. Task: Regression. Given a peptide amino acid sequence and an MHC pseudo amino acid sequence, predict their binding affinity value. This is MHC class II binding data. The peptide sequence is TGVAVSRGTAKLRWF. The MHC is HLA-DQA10303-DQB10402 with pseudo-sequence HLA-DQA10303-DQB10402. The binding affinity (normalized) is 0.235.